This data is from Catalyst prediction with 721,799 reactions and 888 catalyst types from USPTO. The task is: Predict which catalyst facilitates the given reaction. (1) Reactant: O.O.Cl[Sn]Cl.[NH2:6][C:7]1[CH:21]=[CH:20][CH:19]=[CH:18][C:8]=1[CH2:9][NH:10][C:11]1[CH:16]=[CH:15][C:14]([OH:17])=[CH:13][CH:12]=1. Product: [NH2:6][C:7]1[CH:21]=[CH:20][CH:19]=[CH:18][C:8]=1[CH:9]=[N:10][C:11]1[CH:16]=[CH:15][C:14]([OH:17])=[CH:13][CH:12]=1. The catalyst class is: 37. (2) Reactant: [CH:1]1([NH2:7])[CH2:6][CH2:5][CH2:4][CH2:3][CH2:2]1.C(N(CC)CC)C.[Cl-].ClC1N(C)CC[NH+]1C.[CH3:24][O:25][C:26]1[C:27](=[O:50])[C:28]([CH3:49])=[C:29]([CH2:35][C:36]2[CH:37]=[CH:38][C:39]([O:45][C:46](=[O:48])[CH3:47])=[C:40]([CH:44]=2)[C:41](O)=[O:42])[C:30](=[O:34])[C:31]=1[O:32][CH3:33]. Product: [CH:1]1([NH:7][C:41](=[O:42])[C:40]2[CH:44]=[C:36]([CH2:35][C:29]3[C:30](=[O:34])[C:31]([O:32][CH3:33])=[C:26]([O:25][CH3:24])[C:27](=[O:50])[C:28]=3[CH3:49])[CH:37]=[CH:38][C:39]=2[O:45][C:46](=[O:48])[CH3:47])[CH2:6][CH2:5][CH2:4][CH2:3][CH2:2]1. The catalyst class is: 2. (3) Product: [Br:7][CH2:6][CH2:5][CH2:4][CH2:3][CH2:2][N:12]1[C:11](=[O:13])[C:10]2=[CH:14][CH:15]=[CH:16][CH:17]=[C:9]2[C:8]1=[O:18]. The catalyst class is: 3. Reactant: Br[CH2:2][CH2:3][CH2:4][CH2:5][CH2:6][Br:7].[C:8]1(=[O:18])[NH:12][C:11](=[O:13])[C:10]2=[CH:14][CH:15]=[CH:16][CH:17]=[C:9]12.[K]. (4) Reactant: [O:1]([C:3]1[CH:11]=[C:10]2[C:6]([C:7](=O)[C:8](=[O:12])[NH:9]2)=[CH:5][CH:4]=1)[CH3:2].[CH:14]1(CC=O)[C:22]2[C:17](=[CH:18][CH:19]=[CH:20][CH:21]=2)[CH2:16][CH2:15]1.[OH-:26].[K+].[CH3:28][CH2:29]O. Product: [CH2:16]1[C:17]2[C:22](=[CH:21][C:20]([C:28]3[CH:29]=[C:7]([C:8]([OH:12])=[O:26])[C:6]4[C:10](=[CH:11][C:3]([O:1][CH3:2])=[CH:4][CH:5]=4)[N:9]=3)=[CH:19][CH:18]=2)[CH2:14][CH2:15]1. The catalyst class is: 6. (5) Product: [C:16]([O:24][C:22]([NH:1][C@@H:2]([CH2:6][CH2:7][CH2:8][CH2:9][NH:10][C:11](=[O:21])[C@@H:12]([NH:20][C:32]([O:31][C:28]([CH3:30])([CH3:27])[CH3:29])=[O:33])[CH2:13][S:14][S:15][C:16]([CH3:17])([CH3:18])[CH3:19])[C:3]([OH:5])=[O:4])=[O:25])([CH3:19])([CH3:18])[CH3:17]. The catalyst class is: 38. Reactant: [NH2:1][C@@H:2]([CH2:6][CH2:7][CH2:8][CH2:9][NH:10][C:11](=[O:21])[C@@H:12]([NH2:20])[CH2:13][S:14][S:15][C:16]([CH3:19])([CH3:18])[CH3:17])[C:3]([OH:5])=[O:4].[C:22](=[O:25])([OH:24])[O-].[Na+].[CH3:27][C:28]([O:31][C:32](O[C:32]([O:31][C:28]([CH3:30])([CH3:29])[CH3:27])=[O:33])=[O:33])([CH3:30])[CH3:29].S(=O)(=O)(O)[O-].[K+]. (6) Reactant: Br[C:2]1[CH:3]=[C:4]([CH:43]=[C:44](C(OC)=O)[CH:45]=1)[C:5]([NH:7][C@@H:8]([CH2:34][C:35]1[CH:40]=[C:39]([F:41])[CH:38]=[C:37]([F:42])[CH:36]=1)[C@@H:9]([C@H:18]1[CH2:22][C@@H:21]([O:23][CH2:24][CH2:25][CH3:26])[CH2:20][N:19]1[C:27]([O:29][C:30]([CH3:33])([CH3:32])[CH3:31])=[O:28])[O:10][Si:11]([C:14]([CH3:17])([CH3:16])[CH3:15])([CH3:13])[CH3:12])=[O:6].NC1C=C(C=C([N:60]2[CH2:64][CH2:63][CH2:62][C:61]2=[O:65])C=1)C(O)=O.C([O:69][C@H]1CN(C(OC(C)(C)C)=O)[C@@H](C(O)=O)C1)C=C. Product: [Si:11]([O:10][C@H:9]([C@H:18]1[CH2:22][C@@H:21]([O:23][CH2:24][CH2:25][CH3:26])[CH2:20][N:19]1[C:27]([O:29][C:30]([CH3:33])([CH3:31])[CH3:32])=[O:28])[C@@H:8]([NH:7][C:5](=[O:6])[C:4]1[CH:3]=[C:2]([N:60]2[CH2:64][CH2:63][CH2:62][C:61]2=[O:65])[CH:45]=[C:44]([OH:69])[CH:43]=1)[CH2:34][C:35]1[CH:36]=[C:37]([F:42])[CH:38]=[C:39]([F:41])[CH:40]=1)([C:14]([CH3:16])([CH3:17])[CH3:15])([CH3:12])[CH3:13]. The catalyst class is: 43.